This data is from Reaction yield outcomes from USPTO patents with 853,638 reactions. The task is: Predict the reaction yield, written as a fraction of the theoretical maximum amount of product (1.0 means a 100% yield; for example, 0.34 means a 34% yield). (1) The reactants are [CH3:1][O:2][CH2:3][C@H:4]([CH3:31])[O:5][C:6]1[CH:7]=[C:8]([C:23]2[NH:27][C:26]([C:28](O)=[O:29])=[CH:25][CH:24]=2)[CH:9]=[C:10]([O:12][Si:13]([CH:20]([CH3:22])[CH3:21])([CH:17]([CH3:19])[CH3:18])[CH:14]([CH3:16])[CH3:15])[CH:11]=1.[NH2:32][C@@H:33]([CH2:37][OH:38])[C@H:34]([CH3:36])[OH:35].[Cl-].COC1N=C(OC)N=C([N+]2(C)CCOCC2)N=1. The catalyst is CO. The product is [OH:38][CH2:37][C@H:33]([NH:32][C:28]([C:26]1[NH:27][C:23]([C:8]2[CH:9]=[C:10]([O:12][Si:13]([CH:14]([CH3:15])[CH3:16])([CH:20]([CH3:22])[CH3:21])[CH:17]([CH3:18])[CH3:19])[CH:11]=[C:6]([O:5][C@@H:4]([CH3:31])[CH2:3][O:2][CH3:1])[CH:7]=2)=[CH:24][CH:25]=1)=[O:29])[C@@H:34]([OH:35])[CH3:36]. The yield is 0.840. (2) The reactants are F[C:2]1[CH:7]=[CH:6][C:5]([C:8]2[C:9]([C:26]3[CH:31]=[CH:30][CH:29]=[CH:28][CH:27]=3)=[C:10]([C:14]([C:16]([C:18]3[CH:23]=[CH:22][C:21]([CH3:24])=[C:20]([F:25])[CH:19]=3)=[O:17])=[O:15])[CH:11]=[CH:12][CH:13]=2)=[CH:4][CH:3]=1.[CH3:32][S:33]([O-:35])=[O:34].[Na+]. The catalyst is CN(C)C=O. The product is [CH3:32][S:33]([C:2]1[CH:7]=[CH:6][C:5]([C:8]2[C:9]([C:26]3[CH:31]=[CH:30][CH:29]=[CH:28][CH:27]=3)=[C:10]([C:14]([C:16]([C:18]3[CH:23]=[CH:22][C:21]([CH3:24])=[C:20]([F:25])[CH:19]=3)=[O:17])=[O:15])[CH:11]=[CH:12][CH:13]=2)=[CH:4][CH:3]=1)(=[O:35])=[O:34]. The yield is 0.500.